The task is: Predict the reactants needed to synthesize the given product.. This data is from Full USPTO retrosynthesis dataset with 1.9M reactions from patents (1976-2016). (1) Given the product [CH3:11][N:12]1[CH2:17][CH2:16][N:15]([C:2]2[CH:7]=[CH:6][C:5]([N+:8]([O-:10])=[O:9])=[CH:4][N:3]=2)[CH2:14][CH2:13]1, predict the reactants needed to synthesize it. The reactants are: Br[C:2]1[CH:7]=[CH:6][C:5]([N+:8]([O-:10])=[O:9])=[CH:4][N:3]=1.[CH3:11][N:12]1[CH2:17][CH2:16][NH:15][CH2:14][CH2:13]1. (2) Given the product [Cl:23][C:24]1[CH:29]=[CH:28][C:27]([C:30]2([C:35]3[S:36][CH:37]=[C:38]([CH2:40][O:22][C:20]4[C:6]5[CH:7]=[C:8]([C:10]6[N:11]=[C:12]7[N:16]([CH:17]=6)[N:15]=[C:14]([O:18][CH3:19])[S:13]7)[O:9][C:5]=5[CH:4]=[C:3]([O:2][CH3:1])[CH:21]=4)[N:39]=3)[CH2:34][CH2:33][O:32][CH2:31]2)=[CH:26][CH:25]=1, predict the reactants needed to synthesize it. The reactants are: [CH3:1][O:2][C:3]1[CH:4]=[C:5]2[O:9][C:8]([C:10]3[N:11]=[C:12]4[N:16]([CH:17]=3)[N:15]=[C:14]([O:18][CH3:19])[S:13]4)=[CH:7][C:6]2=[C:20]([OH:22])[CH:21]=1.[Cl:23][C:24]1[CH:29]=[CH:28][C:27]([C:30]2([C:35]3[S:36][CH:37]=[C:38]([CH2:40]O)[N:39]=3)[CH2:34][CH2:33][O:32][CH2:31]2)=[CH:26][CH:25]=1.C(P(CCCC)CCCC)CCC.C1CCN(C(N=NC(N2CCCCC2)=O)=O)CC1. (3) Given the product [CH3:54][O:55][C:56](=[O:66])[CH2:57][CH2:58][CH2:59][CH:60]1[CH2:65][CH2:64][N:63]([C:68]2[CH:73]=[CH:72][C:71]([C:74]([CH3:77])([CH3:76])[CH3:75])=[CH:70][CH:69]=2)[CH2:62][CH2:61]1, predict the reactants needed to synthesize it. The reactants are: C1(P(C2C=CC=CC=2)C2C=CC3C(=CC=CC=3)C=2C2C3C(=CC=CC=3)C=CC=2P(C2C=CC=CC=2)C2C=CC=CC=2)C=CC=CC=1.C(=O)([O-])[O-].[Cs+].[Cs+].Cl.[CH3:54][O:55][C:56](=[O:66])[CH2:57][CH2:58][CH2:59][CH:60]1[CH2:65][CH2:64][NH:63][CH2:62][CH2:61]1.Br[C:68]1[CH:73]=[CH:72][C:71]([C:74]([CH3:77])([CH3:76])[CH3:75])=[CH:70][CH:69]=1.